This data is from Reaction yield outcomes from USPTO patents with 853,638 reactions. The task is: Predict the reaction yield, written as a fraction of the theoretical maximum amount of product (1.0 means a 100% yield; for example, 0.34 means a 34% yield). (1) The reactants are Br[CH2:2][C:3]1[C:8]2[N:9]=[C:10]([C:12]3[CH:17]=[CH:16][C:15]([O:18][CH3:19])=[CH:14][CH:13]=3)[S:11][C:7]=2[CH:6]=[C:5]([O:20][CH3:21])[CH:4]=1.[C-:22]#[N:23].[K+]. The catalyst is C(O)C.O. The product is [C:22]([CH2:2][C:3]1[C:8]2[N:9]=[C:10]([C:12]3[CH:17]=[CH:16][C:15]([O:18][CH3:19])=[CH:14][CH:13]=3)[S:11][C:7]=2[CH:6]=[C:5]([O:20][CH3:21])[CH:4]=1)#[N:23]. The yield is 0.730. (2) The reactants are [CH:1]1[C:10]2[C:5](=[CH:6][CH:7]=[CH:8][CH:9]=2)[CH:4]=[C:3]([C:11]([NH:13][C:14]2[NH:18][C:17]3[CH:19]=[CH:20][C:21]([O:26][CH3:27])=[C:22]([C:23](O)=[O:24])[C:16]=3[N:15]=2)=[O:12])[N:2]=1.CN(C(ON1N=NC2C=CC=CC1=2)=[N+](C)C)C.F[P-](F)(F)(F)(F)F.CCN(C(C)C)C(C)C.Cl.[CH3:62][S:63]([C:66]1[CH:73]=[CH:72][C:69]([CH2:70][NH2:71])=[CH:68][CH:67]=1)(=[O:65])=[O:64]. The catalyst is CN(C=O)C.[Cl-].[Na+].O. The product is [CH3:62][S:63]([C:66]1[CH:73]=[CH:72][C:69]([CH2:70][NH:71][C:23]([C:22]2[C:16]3[NH:15][C:14]([NH:13][C:11]([C:3]4[N:2]=[CH:1][C:10]5[C:5]([CH:4]=4)=[CH:6][CH:7]=[CH:8][CH:9]=5)=[O:12])=[N:18][C:17]=3[CH:19]=[CH:20][C:21]=2[O:26][CH3:27])=[O:24])=[CH:68][CH:67]=1)(=[O:64])=[O:65]. The yield is 0.470. (3) The yield is 0.400. The reactants are C[O:2][C:3](=[O:31])[CH:4]([C:6]1[CH:11]=[CH:10][C:9]([C:12]#[C:13][C:14]2[CH:23]=[CH:22][C:21]3[CH:20]([N:24]([CH:26]4[CH2:28][CH2:27]4)[CH3:25])[CH2:19][CH2:18][C:17]([CH3:30])([CH3:29])[C:16]=3[CH:15]=2)=[CH:8][CH:7]=1)[CH3:5].[OH-].[Na+].[Cl-].[NH4+]. The catalyst is CO.O1CCCC1. The product is [CH:26]1([N:24]([CH3:25])[CH:20]2[CH2:19][CH2:18][C:17]([CH3:29])([CH3:30])[C:16]3[CH:15]=[C:14]([C:13]#[C:12][C:9]4[CH:8]=[CH:7][C:6]([CH:4]([CH3:5])[C:3]([OH:31])=[O:2])=[CH:11][CH:10]=4)[CH:23]=[CH:22][C:21]2=3)[CH2:27][CH2:28]1. (4) The reactants are [CH2:1]([NH:7][S:8]([C:11]1[C:16]([Cl:17])=[CH:15][CH:14]=[C:13]([N+:18]([O-])=O)[C:12]=1[OH:21])(=[O:10])=[O:9])[C@H:2]1[O:6][CH2:5][CH2:4][CH2:3]1.[H][H]. The catalyst is [Pd]. The product is [CH2:1]([NH:7][S:8]([C:11]1[C:16]([Cl:17])=[CH:15][CH:14]=[C:13]([NH2:18])[C:12]=1[OH:21])(=[O:9])=[O:10])[C@H:2]1[O:6][CH2:5][CH2:4][CH2:3]1. The yield is 0.940. (5) The reactants are [Cl:1][C:2]1[CH:3]=[C:4]2[C:8](=[CH:9][CH:10]=1)[NH:7][CH:6]=[C:5]2[CH2:11][CH2:12][NH:13][C:14](=[O:23])[C:15]1[CH:20]=[CH:19][C:18]([CH2:21]Cl)=[CH:17][CH:16]=1.[F:24][C:25]1[CH:30]=[CH:29][C:28](B(O)O)=[CH:27][CH:26]=1.C(=O)([O-])[O-].[Na+].[Na+].[I-].[Na+]. The catalyst is C(COC)OC.O.C1C=CC([P]([Pd]([P](C2C=CC=CC=2)(C2C=CC=CC=2)C2C=CC=CC=2)([P](C2C=CC=CC=2)(C2C=CC=CC=2)C2C=CC=CC=2)[P](C2C=CC=CC=2)(C2C=CC=CC=2)C2C=CC=CC=2)(C2C=CC=CC=2)C2C=CC=CC=2)=CC=1. The product is [Cl:1][C:2]1[CH:3]=[C:4]2[C:8](=[CH:9][CH:10]=1)[NH:7][CH:6]=[C:5]2[CH2:11][CH2:12][NH:13][C:14](=[O:23])[C:15]1[CH:20]=[CH:19][C:18]([CH2:21][C:28]2[CH:29]=[CH:30][C:25]([F:24])=[CH:26][CH:27]=2)=[CH:17][CH:16]=1. The yield is 0.330. (6) The reactants are [C:1]([C:4]1[CH:9]=[CH:8][C:7]([NH:10][C:11](=[O:13])[CH3:12])=[C:6]([N+:14]([O-:16])=[O:15])[C:5]=1[OH:17])(=[O:3])[CH3:2].C(N(CC)CC)C.[CH3:25][N:26]([CH3:36])[C:27]1[CH:35]=[CH:34][C:30]([C:31](Cl)=[O:32])=[CH:29][CH:28]=1. The catalyst is C(Cl)Cl. The product is [CH3:25][N:26]([CH3:36])[C:27]1[CH:35]=[CH:34][C:30]([C:31]([O:17][C:5]2[C:4]([C:1](=[O:3])[CH3:2])=[CH:9][CH:8]=[C:7]([NH:10][C:11](=[O:13])[CH3:12])[C:6]=2[N+:14]([O-:16])=[O:15])=[O:32])=[CH:29][CH:28]=1. The yield is 0.750. (7) The reactants are Cl[C:2]1[C:7]([C:8]([NH:10][CH2:11][C:12]2[CH:17]=[CH:16][CH:15]=[C:14]([F:18])[CH:13]=2)=[O:9])=[C:6]([CH3:19])[CH:5]=[C:4]([N:20]2[CH2:25][CH2:24][O:23][CH2:22][CH2:21]2)[N:3]=1.[NH:26]1[CH2:30][CH2:29][CH2:28][CH2:27]1.CCN(CC)CC. The catalyst is CC#N. The product is [F:18][C:14]1[CH:13]=[C:12]([CH2:11][NH:10][C:8]([C:7]2[C:2]([N:26]3[CH2:30][CH2:29][CH2:28][CH2:27]3)=[N:3][C:4]([N:20]3[CH2:25][CH2:24][O:23][CH2:22][CH2:21]3)=[CH:5][C:6]=2[CH3:19])=[O:9])[CH:17]=[CH:16][CH:15]=1. The yield is 0.590. (8) The reactants are [Cl:1][CH2:2]/[CH:3]=[CH:4]/[B:5]([OH:7])[OH:6].O[C:9]([C:12](O)([CH3:14])[CH3:13])([CH3:11])[CH3:10].S([O-])([O-])(=O)=O.[Mg+2]. The catalyst is C(Cl)Cl. The product is [Cl:1][CH2:2]/[CH:3]=[CH:4]/[B:5]1[O:7][C:12]([CH3:14])([CH3:13])[C:9]([CH3:11])([CH3:10])[O:6]1. The yield is 0.600. (9) The reactants are [Cl:1][C:2]1[C:3]([O:12][C:13]2[CH:18]=[C:17]([O:19][CH2:20][CH2:21][O:22][CH3:23])[CH:16]=[CH:15][C:14]=2[CH2:24][CH2:25][CH2:26][N:27]([S:35]([C:38]2[CH:43]=[CH:42][CH:41]=[CH:40][C:39]=2[N+:44]([O-:46])=[O:45])(=[O:37])=[O:36])C(=O)OC(C)(C)C)=[N:4][CH:5]=[C:6]([C:8]([F:11])([F:10])[F:9])[CH:7]=1.Cl.FC(F)(F)C(O)=O.C(=O)([O-])O.[Na+]. The product is [Cl:1][C:2]1[C:3]([O:12][C:13]2[CH:18]=[C:17]([O:19][CH2:20][CH2:21][O:22][CH3:23])[CH:16]=[CH:15][C:14]=2[CH2:24][CH2:25][CH2:26][NH:27][S:35]([C:38]2[CH:43]=[CH:42][CH:41]=[CH:40][C:39]=2[N+:44]([O-:46])=[O:45])(=[O:36])=[O:37])=[N:4][CH:5]=[C:6]([C:8]([F:10])([F:9])[F:11])[CH:7]=1. The catalyst is C(OC(=O)C)C.Cl.C(OCC)(=O)C. The yield is 0.950. (10) The reactants are [C:1]([C:3]1[CH:12]=[C:11]2[C:6]([CH:7]=[CH:8][C:9](=[O:29])[N:10]2[CH2:13][CH2:14][N:15]2[CH2:20][CH2:19][CH:18]([NH:21]C(=O)OC(C)(C)C)[CH2:17][CH2:16]2)=[CH:5][CH:4]=1)#[N:2].Cl.C1(C)C=CC=CC=1. The catalyst is C(Cl)(Cl)Cl.O1CCOCC1. The product is [NH2:21][CH:18]1[CH2:19][CH2:20][N:15]([CH2:14][CH2:13][N:10]2[C:11]3[C:6](=[CH:5][CH:4]=[C:3]([C:1]#[N:2])[CH:12]=3)[CH:7]=[CH:8][C:9]2=[O:29])[CH2:16][CH2:17]1. The yield is 0.990.